This data is from Catalyst prediction with 721,799 reactions and 888 catalyst types from USPTO. The task is: Predict which catalyst facilitates the given reaction. Reactant: [CH3:1][S:2]([OH:5])(=[O:4])=[O:3].[CH3:6][O:7][C:8]1[CH:9]=[C:10](/[C:16](=[CH:19]/[C:20]2[S:21][C:22]([N:25]3[CH2:30][CH2:29][N:28]([CH2:31][CH2:32][OH:33])[CH2:27][CH2:26]3)=[CH:23][CH:24]=2)/[C:17]#[N:18])[CH:11]=[CH:12][C:13]=1[O:14][CH3:15]. Product: [CH3:1][S:2]([OH:5])(=[O:4])=[O:3].[CH3:6][O:7][C:8]1[CH:9]=[C:10](/[C:16](=[CH:19]/[C:20]2[S:21][C:22]([N:25]3[CH2:30][CH2:29][N:28]([CH2:31][CH2:32][OH:33])[CH2:27][CH2:26]3)=[CH:23][CH:24]=2)/[C:17]#[N:18])[CH:11]=[CH:12][C:13]=1[O:14][CH3:15]. The catalyst class is: 8.